This data is from Reaction yield outcomes from USPTO patents with 853,638 reactions. The task is: Predict the reaction yield, written as a fraction of the theoretical maximum amount of product (1.0 means a 100% yield; for example, 0.34 means a 34% yield). (1) The reactants are [CH3:1][O:2][C:3]1[CH:8]=[C:7]([O:9][CH3:10])[CH:6]=[CH:5][C:4]=1[CH2:11][CH2:12][CH2:13][CH2:14][OH:15].[CH3:16][S:17](Cl)(=[O:19])=[O:18]. The catalyst is C(N(CC)CC)C. The product is [CH3:1][O:2][C:3]1[CH:8]=[C:7]([O:9][CH3:10])[CH:6]=[CH:5][C:4]=1[CH2:11][CH2:12][CH2:13][CH2:14][O:15][S:17]([CH3:16])(=[O:19])=[O:18]. The yield is 0.800. (2) The reactants are [CH2:1]([O:8][CH2:9][C:10]([OH:12])=O)[C:2]1[CH:7]=[CH:6][CH:5]=[CH:4][CH:3]=1.C(Cl)Cl.CN(C)CCCN=C=NCC.[NH2:27][C:28]1[CH:43]=[CH:42][C:31]([C:32]([NH:34][CH2:35][CH2:36][N:37]([CH2:40][CH3:41])[CH2:38][CH3:39])=[O:33])=[C:30]([O:44][CH3:45])[CH:29]=1. The catalyst is O. The product is [CH2:40]([N:37]([CH2:38][CH3:39])[CH2:36][CH2:35][NH:34][C:32](=[O:33])[C:31]1[CH:42]=[CH:43][C:28]([NH:27][C:10](=[O:12])[CH2:9][O:8][CH2:1][C:2]2[CH:3]=[CH:4][CH:5]=[CH:6][CH:7]=2)=[CH:29][C:30]=1[O:44][CH3:45])[CH3:41]. The yield is 0.270.